Dataset: Forward reaction prediction with 1.9M reactions from USPTO patents (1976-2016). Task: Predict the product of the given reaction. (1) The product is: [F:30][C:29]([F:32])([F:31])[C:27]([OH:33])=[O:28].[CH:22]1([C:18]2[N:17]=[C:16]([C:14]([N:11]3[CH2:12][CH2:13][NH:8][C:9]([CH3:26])([CH3:25])[CH2:10]3)=[O:15])[CH:21]=[CH:20][CH:19]=2)[CH2:23][CH2:24]1. Given the reactants C(OC([N:8]1[CH2:13][CH2:12][N:11]([C:14]([C:16]2[CH:21]=[CH:20][CH:19]=[C:18]([CH:22]3[CH2:24][CH2:23]3)[N:17]=2)=[O:15])[CH2:10][C:9]1([CH3:26])[CH3:25])=O)(C)(C)C.[C:27]([OH:33])([C:29]([F:32])([F:31])[F:30])=[O:28], predict the reaction product. (2) Given the reactants [NH2:1][CH2:2][CH2:3][O:4][C:5]1[CH:14]=[CH:13][CH:12]=[C:11]2[C:6]=1[C:7]([NH:15][C:16]1[CH:21]=[CH:20][C:19]([O:22][CH2:23][C:24]3[CH:29]=[CH:28][CH:27]=[CH:26][N:25]=3)=[C:18]([Cl:30])[CH:17]=1)=[N:8][CH:9]=[N:10]2.[OH:31][C@H:32]1[CH2:37][CH2:36][O:35][C:33]1=[O:34], predict the reaction product. The product is: [Cl:30][C:18]1[CH:17]=[C:16]([NH:15][C:7]2[C:6]3[C:11](=[CH:12][CH:13]=[CH:14][C:5]=3[O:4][CH2:3][CH2:2][NH:1][C:33](=[O:34])[C@@H:32]([OH:31])[CH2:37][CH2:36][OH:35])[N:10]=[CH:9][N:8]=2)[CH:21]=[CH:20][C:19]=1[O:22][CH2:23][C:24]1[CH:29]=[CH:28][CH:27]=[CH:26][N:25]=1. (3) Given the reactants [Cl:1][C:2]1[N:7]=[C:6]([NH:8][C:9]2[CH:14]=[CH:13][C:12]([N:15]3[CH:19]=[CH:18][N:17]=[CH:16]3)=[C:11]([F:20])[CH:10]=2)[C:5]([C:21]([O:23]CC)=[O:22])=[CH:4][N:3]=1.[Li+].[OH-], predict the reaction product. The product is: [Cl:1][C:2]1[N:7]=[C:6]([NH:8][C:9]2[CH:14]=[CH:13][C:12]([N:15]3[CH:19]=[CH:18][N:17]=[CH:16]3)=[C:11]([F:20])[CH:10]=2)[C:5]([C:21]([OH:23])=[O:22])=[CH:4][N:3]=1. (4) Given the reactants [CH3:1][O:2][C:3]1[CH:4]=[C:5]2[C:9](=[C:10]([CH3:12])[CH:11]=1)[NH:8][CH:7]=[C:6]2[CH:13]1[CH2:18][CH2:17][N:16]([CH3:19])[CH2:15][CH2:14]1.IC.[H-].[K+].[CH2:24]1OCCOCCOCCOCCOCCOC1.N, predict the reaction product. The product is: [CH3:1][O:2][C:3]1[CH:4]=[C:5]2[C:9](=[C:10]([CH3:12])[CH:11]=1)[N:8]([CH3:24])[CH:7]=[C:6]2[CH:13]1[CH2:14][CH2:15][N:16]([CH3:19])[CH2:17][CH2:18]1. (5) The product is: [Cl:1][C:2]1[CH:7]=[CH:6][CH:5]=[C:4]([F:8])[C:3]=1[OH:9]. Given the reactants [Cl:1][C:2]1[CH:7]=[CH:6][CH:5]=[C:4]([F:8])[C:3]=1[O:9]C.B(Br)(Br)Br, predict the reaction product. (6) Given the reactants [C:1]([C:5]1[CH:10]=[CH:9][C:8]([S:11]([N:14]([CH2:22][C:23]([OH:25])=O)[C:15]2[CH:20]=[CH:19][C:18]([CH3:21])=[CH:17][CH:16]=2)(=[O:13])=[O:12])=[CH:7][CH:6]=1)([CH3:4])([CH3:3])[CH3:2].[CH2:26]([NH:28][CH2:29][CH2:30][C:31]#[N:32])[CH3:27], predict the reaction product. The product is: [C:1]([C:5]1[CH:6]=[CH:7][C:8]([S:11]([N:14]([C:15]2[CH:20]=[CH:19][C:18]([CH3:21])=[CH:17][CH:16]=2)[CH2:22][C:23]([N:28]([CH2:29][CH2:30][C:31]#[N:32])[CH2:26][CH3:27])=[O:25])(=[O:12])=[O:13])=[CH:9][CH:10]=1)([CH3:2])([CH3:3])[CH3:4]. (7) Given the reactants [Cl:1][C:2]1[CH:10]=[CH:9][CH:8]=[C:7]2[C:3]=1[C:4]([C:22](=[O:34])[NH:23][CH2:24][C:25]1([OH:33])[CH2:30][CH2:29][C:28]([F:32])([F:31])[CH2:27][CH2:26]1)=[CH:5][N:6]2[CH:11]1[CH2:14][N:13](C(OC(C)(C)C)=O)[CH2:12]1.C(O)(C(F)(F)F)=O, predict the reaction product. The product is: [NH:13]1[CH2:14][CH:11]([N:6]2[C:7]3[C:3](=[C:2]([Cl:1])[CH:10]=[CH:9][CH:8]=3)[C:4]([C:22]([NH:23][CH2:24][C:25]3([OH:33])[CH2:30][CH2:29][C:28]([F:31])([F:32])[CH2:27][CH2:26]3)=[O:34])=[CH:5]2)[CH2:12]1.